This data is from Full USPTO retrosynthesis dataset with 1.9M reactions from patents (1976-2016). The task is: Predict the reactants needed to synthesize the given product. (1) Given the product [CH3:1][N:2]([C:3]1[CH:8]=[CH:7][N:6]2[CH:12]=[C:13]([C:15]3[CH:16]=[C:17]([CH3:21])[CH:18]=[CH:19][CH:20]=3)[N:9]=[C:5]2[CH:4]=1)[CH3:10], predict the reactants needed to synthesize it. The reactants are: [CH3:1][N:2]([CH3:10])[C:3]1[CH:8]=[CH:7][N:6]=[C:5]([NH2:9])[CH:4]=1.Br[CH2:12][C:13]([C:15]1[CH:16]=[C:17]([CH3:21])[CH:18]=[CH:19][CH:20]=1)=O. (2) Given the product [Cl:1][C:2]1[CH:16]=[CH:15][C:5]([O:6][CH2:7][C:8]([O:10][C:11]([CH3:14])([CH3:12])[CH3:13])=[O:9])=[C:4]([CH2:17][OH:18])[CH:3]=1, predict the reactants needed to synthesize it. The reactants are: [Cl:1][C:2]1[CH:16]=[CH:15][C:5]([O:6][CH2:7][C:8]([O:10][C:11]([CH3:14])([CH3:13])[CH3:12])=[O:9])=[C:4]([CH:17]=[O:18])[CH:3]=1.[BH4-].[Na+]. (3) Given the product [NH2:1][C:62](=[O:63])[CH2:61][O:60][CH:59]([C:65]1[CH:70]=[CH:69][N:68]=[CH:67][CH:66]=1)[C:57]1[O:58][C:54]2[CH:53]=[CH:52][C:51]([CH2:50][C:49]([NH:48][CH:41]([C:35]3[CH:36]=[CH:37][C:38]([CH3:40])=[CH:39][C:34]=3[CH3:33])[C:42]3[CH:43]=[CH:44][CH:45]=[CH:46][CH:47]=3)=[O:72])=[CH:71][C:55]=2[CH:56]=1, predict the reactants needed to synthesize it. The reactants are: [NH4+:1].[Cl-].C1C=CC2N(O)N=NC=2C=1.CCN=C=NCCCN(C)C.CCN(C(C)C)C(C)C.[CH3:33][C:34]1[CH:39]=[C:38]([CH3:40])[CH:37]=[CH:36][C:35]=1[CH:41]([NH:48][C:49](=[O:72])[CH2:50][C:51]1[CH:52]=[CH:53][C:54]2[O:58][C:57]([CH:59]([C:65]3[CH:70]=[CH:69][N:68]=[CH:67][CH:66]=3)[O:60][CH2:61][C:62](O)=[O:63])=[CH:56][C:55]=2[CH:71]=1)[C:42]1[CH:47]=[CH:46][CH:45]=[CH:44][CH:43]=1. (4) Given the product [Br:1][C:2]1[CH:11]=[C:10]([Br:12])[CH:9]=[C:8]2[C:3]=1[CH:4]=[C:5]([N:19]1[CH2:20][CH2:21][N:16]([CH3:15])[CH2:17][CH2:18]1)[NH:6][C:7]2=[O:13], predict the reactants needed to synthesize it. The reactants are: [Br:1][C:2]1[CH:11]=[C:10]([Br:12])[CH:9]=[C:8]2[C:3]=1[CH:4]=[C:5](Cl)[NH:6][C:7]2=[O:13].[CH3:15][N:16]1[CH2:21][CH2:20][NH:19][CH2:18][CH2:17]1. (5) Given the product [CH3:1][O:2][C:3]1[CH:47]=[C:46]([O:48][CH3:49])[CH:45]=[CH:44][C:4]=1[CH2:5][NH:6][C:7]1[C:8]2[CH:15]=[CH:14][N:13]([C@H:16]3[C@@H:20]4[O:21][C:22]([CH3:25])([CH3:24])[O:23][C@@H:19]4[C@@H:18]([CH2:26][N:27]([CH:57]([CH3:59])[CH3:58])[CH:28]4[CH2:31][CH:30]([CH2:32][CH2:33][C:34]([O:36][CH2:37][C:38]5[CH:39]=[CH:40][CH:41]=[CH:42][CH:43]=5)=[O:35])[CH2:29]4)[O:17]3)[C:9]=2[N:10]=[CH:11][N:12]=1, predict the reactants needed to synthesize it. The reactants are: [CH3:1][O:2][C:3]1[CH:47]=[C:46]([O:48][CH3:49])[CH:45]=[CH:44][C:4]=1[CH2:5][NH:6][C:7]1[C:8]2[CH:15]=[CH:14][N:13]([C@H:16]3[C@@H:20]4[O:21][C:22]([CH3:25])([CH3:24])[O:23][C@@H:19]4[C@@H:18]([CH2:26][NH:27][CH:28]4[CH2:31][CH:30]([CH2:32][CH2:33][C:34]([O:36][CH2:37][C:38]5[CH:43]=[CH:42][CH:41]=[CH:40][CH:39]=5)=[O:35])[CH2:29]4)[O:17]3)[C:9]=2[N:10]=[CH:11][N:12]=1.C([O-])([O-])=O.[K+].[K+].I[CH:57]([CH3:59])[CH3:58].